Dataset: Catalyst prediction with 721,799 reactions and 888 catalyst types from USPTO. Task: Predict which catalyst facilitates the given reaction. (1) Reactant: [CH3:1][O:2][C:3]1[N:8]=[CH:7][C:6]([C:9]2[C:14]([CH3:15])=[C:13]([C:16]([F:19])([F:18])[F:17])[N:12]3[N:20]=[CH:21][C:22]([C:23](O)=[O:24])=[C:11]3[N:10]=2)=[CH:5][CH:4]=1.CN(C(ON1N=NC2C=CC=NC1=2)=[N+](C)C)C.F[P-](F)(F)(F)(F)F.CCN(C(C)C)C(C)C.[CH3:59][C@H:60]1[NH:65][CH2:64][CH2:63][N:62]([C@H:66]([C:69]2[CH:74]=[CH:73][CH:72]=[CH:71][CH:70]=2)[CH2:67][OH:68])[CH2:61]1. Product: [OH:68][CH2:67][C@H:66]([N:62]1[CH2:63][CH2:64][N:65]([C:23]([C:22]2[CH:21]=[N:20][N:12]3[C:13]([C:16]([F:18])([F:17])[F:19])=[C:14]([CH3:15])[C:9]([C:6]4[CH:7]=[N:8][C:3]([O:2][CH3:1])=[CH:4][CH:5]=4)=[N:10][C:11]=23)=[O:24])[C@H:60]([CH3:59])[CH2:61]1)[C:69]1[CH:70]=[CH:71][CH:72]=[CH:73][CH:74]=1. The catalyst class is: 25. (2) Reactant: F[C:2]1[CH:9]=[CH:8][C:5]([CH:6]=O)=[CH:4][C:3]=1[O:10][CH2:11][C:12]([F:15])([F:14])[F:13].[CH3:16][C:17]1[N:18]=[CH:19][NH:20][CH:21]=1.[C:22]([O-])([O-])=O.[K+].[K+].[N+](=C(P(=O)(OC)OC)C(=O)C)=[N-]. Product: [C:6]([C:5]1[CH:8]=[CH:9][C:2]([N:20]2[CH:21]=[C:17]([CH3:16])[N:18]=[CH:19]2)=[C:3]([O:10][CH2:11][C:12]([F:15])([F:14])[F:13])[CH:4]=1)#[CH:22]. The catalyst class is: 121. (3) Reactant: Br[CH2:2][C:3]([O:5][CH2:6][CH3:7])=[O:4].C(N(C(C)C)C(C)C)C.[CH3:17][O:18][C:19]1[CH:24]=[CH:23][C:22]([C:25]2[CH:30]=[CH:29][N:28]=[N:27][C:26]=2[N:31]=[C:32](SC)[S:33][CH3:34])=[C:21]([CH3:37])[CH:20]=1.O. Product: [CH3:17][O:18][C:19]1[CH:24]=[CH:23][C:22]([C:25]2[C:26]3[N:27]([C:2]([C:3]([O:5][CH2:6][CH3:7])=[O:4])=[C:32]([S:33][CH3:34])[N:31]=3)[N:28]=[CH:29][CH:30]=2)=[C:21]([CH3:37])[CH:20]=1. The catalyst class is: 10. (4) Reactant: [CH3:1][CH2:2][C:3](=O)[CH2:4][C:5](=O)[CH2:6][CH3:7].O.[NH2:11][NH2:12]. Product: [CH2:2]([C:3]1[CH:4]=[C:5]([CH2:6][CH3:7])[NH:12][N:11]=1)[CH3:1]. The catalyst class is: 86. (5) Reactant: [CH3:1][N:2]1[CH2:6][CH2:5][CH2:4][C:3]1=[O:7].S(OC)([O:11][CH3:12])(=O)=O.[CH3:15][O-].[Na+]. The catalyst class is: 5. Product: [CH3:15][O:7][C:3]1([O:11][CH3:12])[CH2:4][CH2:5][CH2:6][N:2]1[CH3:1]. (6) Reactant: Br[CH2:2][C:3]1[C:8]([Br:9])=[CH:7][C:6]([N+:10]([O-:12])=[O:11])=[CH:5][C:4]=1[Br:13].C([O-])([O-])=[O:15].[Ca+2]. Product: [OH:15][CH2:2][C:3]1[C:8]([Br:9])=[CH:7][C:6]([N+:10]([O-:12])=[O:11])=[CH:5][C:4]=1[Br:13]. The catalyst class is: 38.